Predict the reactants needed to synthesize the given product. From a dataset of Full USPTO retrosynthesis dataset with 1.9M reactions from patents (1976-2016). (1) Given the product [CH2:11]([N:18]1[CH2:23][CH2:22][CH:21]([N:24]([CH3:25])[C:2]2[CH:7]=[CH:6][C:5]([N+:8]([O-:10])=[O:9])=[CH:4][CH:3]=2)[CH2:20][CH2:19]1)[C:12]1[CH:13]=[CH:14][CH:15]=[CH:16][CH:17]=1, predict the reactants needed to synthesize it. The reactants are: F[C:2]1[CH:7]=[CH:6][C:5]([N+:8]([O-:10])=[O:9])=[CH:4][CH:3]=1.[CH2:11]([N:18]1[CH2:23][CH2:22][CH:21]([NH:24][CH3:25])[CH2:20][CH2:19]1)[C:12]1[CH:17]=[CH:16][CH:15]=[CH:14][CH:13]=1.C(=O)([O-])[O-].[K+].[K+]. (2) The reactants are: [NH2:1][C:2]1[N:7]=[CH:6][N:5]=[C:4]2[N:8]([CH:33]3[CH2:38][CH2:37][NH:36][CH2:35][CH2:34]3)[N:9]=[C:10]([C:11]3[CH:16]=[CH:15][C:14]([NH:17][C:18](=[O:30])[C:19]4[CH:24]=[CH:23][C:22]([C:25]([F:28])([F:27])[F:26])=[CH:21][C:20]=4[F:29])=[C:13]([O:31][CH3:32])[CH:12]=3)[C:3]=12.[CH3:39][O:40][CH2:41][CH2:42]Br.[C:44](=[O:47])([O-])[O-:45].[K+].[K+]. Given the product [C:18]([OH:30])(=[O:40])[CH3:19].[NH3:1].[C:44]([OH:45])(=[O:47])[CH3:2].[NH2:1][C:2]1[N:7]=[CH:6][N:5]=[C:4]2[N:8]([CH:33]3[CH2:38][CH2:37][N:36]([CH2:42][CH2:41][O:40][CH3:39])[CH2:35][CH2:34]3)[N:9]=[C:10]([C:11]3[CH:16]=[CH:15][C:14]([NH:17][C:18](=[O:30])[C:19]4[CH:24]=[CH:23][C:22]([C:25]([F:28])([F:26])[F:27])=[CH:21][C:20]=4[F:29])=[C:13]([O:31][CH3:32])[CH:12]=3)[C:3]=12, predict the reactants needed to synthesize it. (3) Given the product [CH2:7]([NH:9][C:10]([N:29]1[C:30]([CH3:32])=[CH:31][C:27]([O:26][C:14]2[C:15]([N+:23]([O-:25])=[O:24])=[CH:16][C:17]([C:19]([F:20])([F:21])[F:22])=[CH:18][C:13]=2[Cl:12])=[N:28]1)=[O:11])[CH3:8], predict the reactants needed to synthesize it. The reactants are: C(=O)([O-])[O-].[K+].[K+].[CH2:7]([N:9]=[C:10]=[O:11])[CH3:8].[Cl:12][C:13]1[CH:18]=[C:17]([C:19]([F:22])([F:21])[F:20])[CH:16]=[C:15]([N+:23]([O-:25])=[O:24])[C:14]=1[O:26][C:27]1[CH:31]=[C:30]([CH3:32])[NH:29][N:28]=1.Cl. (4) Given the product [I-:42].[F:1][C:2]1[CH:7]=[CH:6][C:5]([N:8]2[C:9](=[O:40])[CH:10]([CH2:29][CH2:30][CH:31]([C:33]3[CH:34]=[CH:35][C:36]([F:39])=[CH:37][CH:38]=3)[OH:32])[CH:11]2[C:12]2[CH:17]=[CH:16][C:15]([O:18][CH2:19][CH2:20][CH2:21][CH2:22][N:23]3[CH:27]=[CH:26][N+:25]([CH3:41])=[CH:24]3)=[CH:14][C:13]=2[OH:28])=[CH:4][CH:3]=1, predict the reactants needed to synthesize it. The reactants are: [F:1][C:2]1[CH:7]=[CH:6][C:5]([N:8]2[CH:11]([C:12]3[CH:17]=[CH:16][C:15]([O:18][CH2:19][CH2:20][CH2:21][CH2:22][N:23]4[CH:27]=[CH:26][N:25]=[CH:24]4)=[CH:14][C:13]=3[OH:28])[CH:10]([CH2:29][CH2:30][CH:31]([C:33]3[CH:38]=[CH:37][C:36]([F:39])=[CH:35][CH:34]=3)[OH:32])[C:9]2=[O:40])=[CH:4][CH:3]=1.[CH3:41][I:42]. (5) Given the product [CH3:1][C:2]1[C:10]2[C:5](=[N:6][C:7]([C:28]3[CH:29]=[CH:30][C:31]([OH:34])=[CH:32][CH:33]=3)=[CH:8][C:9]=2[CH2:11][N:12]2[CH2:17][C:16]([CH3:18])([CH3:19])[N:15]([CH3:20])[CH2:14][C:13]2([CH3:27])[CH3:26])[NH:4][N:3]=1, predict the reactants needed to synthesize it. The reactants are: [CH3:1][C:2]1[C:10]2[C:5](=[N:6][C:7]([C:28]3[CH:33]=[CH:32][C:31]([OH:34])=[CH:30][CH:29]=3)=[CH:8][C:9]=2[CH2:11][N:12]2[CH2:17][C:16]([CH3:19])([CH3:18])[N:15]([CH2:20]CC(F)(F)F)[CH2:14][C:13]2([CH3:27])[CH3:26])[NH:4][N:3]=1.C=O.